Predict the product of the given reaction. From a dataset of Forward reaction prediction with 1.9M reactions from USPTO patents (1976-2016). (1) Given the reactants [C:1]([CH:4]([CH3:26])[CH2:5][CH2:6][N:7]1[C:11]2[CH:12]=[CH:13][CH:14]=[C:15]([CH3:16])[C:10]=2[N:9]=[C:8]1[CH2:17][O:18][C:19]1[CH:24]=[CH:23][C:22]([Cl:25])=[CH:21][CH:20]=1)(O)=[O:2].[NH2:27][CH2:28][CH2:29][CH2:30][N:31]1[CH2:36][CH2:35][CH2:34][CH2:33][CH2:32]1.ON1C2C=CC=CC=2N=N1.C1(N=C=NC2CCCCC2)CCCCC1, predict the reaction product. The product is: [N:31]1([CH2:30][CH2:29][CH2:28][NH:27][C:1]([CH:4]([CH3:26])[CH2:5][CH2:6][N:7]2[C:11]3[CH:12]=[CH:13][CH:14]=[C:15]([CH3:16])[C:10]=3[N:9]=[C:8]2[CH2:17][O:18][C:19]2[CH:24]=[CH:23][C:22]([Cl:25])=[CH:21][CH:20]=2)=[O:2])[CH2:36][CH2:35][CH2:34][CH2:33][CH2:32]1. (2) Given the reactants [Si:1](Cl)([C:4]([CH3:7])([CH3:6])[CH3:5])([CH3:3])[CH3:2].CCN(C(C)C)C(C)C.[CH3:18][O:19][CH:20]([O:39][CH3:40])[C:21]1[C:30]([CH2:31][N:32]2[CH2:36][CH2:35][C@H:34]([OH:37])[C:33]2=[O:38])=[CH:29][C:28]2[CH2:27][CH2:26][CH2:25][NH:24][C:23]=2[N:22]=1, predict the reaction product. The product is: [Si:1]([O:37][C@H:34]1[CH2:35][CH2:36][N:32]([CH2:31][C:30]2[C:21]([CH:20]([O:39][CH3:40])[O:19][CH3:18])=[N:22][C:23]3[NH:24][CH2:25][CH2:26][CH2:27][C:28]=3[CH:29]=2)[C:33]1=[O:38])([C:4]([CH3:7])([CH3:6])[CH3:5])([CH3:3])[CH3:2]. (3) Given the reactants [NH2:1][C@H:2]([C:4]1[N:5]([C:15]2[CH:20]=[CH:19][CH:18]=[CH:17][CH:16]=2)[C:6]2[CH:12]=[C:11]([C:13]#[N:14])[CH:10]=[CH:9][C:7]=2[N:8]=1)[CH3:3].Cl[C:22]1[N:30]=[CH:29][N:28]=[C:27]2[C:23]=1[N:24]=[CH:25][NH:26]2.CCN(C(C)C)C(C)C, predict the reaction product. The product is: [N:30]1[C:22]([NH:1][C@H:2]([C:4]2[N:5]([C:15]3[CH:20]=[CH:19][CH:18]=[CH:17][CH:16]=3)[C:6]3[CH:12]=[C:11]([C:13]#[N:14])[CH:10]=[CH:9][C:7]=3[N:8]=2)[CH3:3])=[C:23]2[C:27]([NH:26][CH:25]=[N:24]2)=[N:28][CH:29]=1. (4) The product is: [Br:22][C:23]1[CH:30]=[CH:29][C:26]([CH2:27][C:17]2[CH:16]=[CH:15][C:12]3[CH2:13][CH2:14][N:8]([C:6]([O:5][C:2]([CH3:4])([CH3:3])[CH3:1])=[O:7])[CH2:9][CH2:10][C:11]=3[CH:18]=2)=[CH:25][CH:24]=1. Given the reactants [CH3:1][C:2]([O:5][C:6]([N:8]1[CH2:14][CH2:13][C:12]2[CH:15]=[CH:16][C:17](B(O)O)=[CH:18][C:11]=2[CH2:10][CH2:9]1)=[O:7])([CH3:4])[CH3:3].[Br:22][C:23]1[CH:30]=[CH:29][C:26]([CH2:27]Br)=[CH:25][CH:24]=1.C(=O)([O-])[O-].[Na+].[Na+], predict the reaction product. (5) Given the reactants Br[C:2]1[C:3]([C:8]([NH:10][C:11]2[CH:19]=[C:18]([C:20]3[CH:28]=[CH:27][CH:26]=[C:25]4[C:21]=3[CH:22]=[CH:23][NH:24]4)[CH:17]=[C:16]3[C:12]=2[CH:13]=[N:14][NH:15]3)=[O:9])=[N:4][CH:5]=[CH:6][CH:7]=1.[C:29](B(O)O)([CH3:31])=[CH2:30].C([O-])([O-])=O.[Na+].[Na+], predict the reaction product. The product is: [NH:24]1[C:25]2[C:21](=[C:20]([C:18]3[CH:17]=[C:16]4[C:12]([CH:13]=[N:14][NH:15]4)=[C:11]([NH:10][C:8]([C:3]4[C:2]([C:29]([CH3:31])=[CH2:30])=[CH:7][CH:6]=[CH:5][N:4]=4)=[O:9])[CH:19]=3)[CH:28]=[CH:27][CH:26]=2)[CH:22]=[CH:23]1. (6) Given the reactants [CH:1]1([NH:4][C:5](=[O:47])[NH:6][C:7]2[CH:45]=[CH:44][C:10]([O:11][C:12]3[CH:17]=[CH:16][N:15]=[C:14]4[CH:18]=[C:19]([C:21]5[N:26]=[CH:25][C:24]([CH2:27][N:28]6[CH2:33][CH2:32][CH:31]([NH:34][C:35](=O)[O:36]C7C=CC=CC=7)[CH2:30][CH2:29]6)=[CH:23][CH:22]=5)[S:20][C:13]=34)=[C:9]([F:46])[CH:8]=2)[CH2:3][CH2:2]1.[CH3:48][N:49]1[CH2:54][CH2:53][NH:52][CH2:51][CH2:50]1.C([O-])(O)=O.[Na+], predict the reaction product. The product is: [CH:1]1([NH:4][C:5](=[O:47])[NH:6][C:7]2[CH:45]=[CH:44][C:10]([O:11][C:12]3[CH:17]=[CH:16][N:15]=[C:14]4[CH:18]=[C:19]([C:21]5[N:26]=[CH:25][C:24]([CH2:27][N:28]6[CH2:29][CH2:30][CH:31]([NH:34][C:35]([N:52]7[CH2:53][CH2:54][N:49]([CH3:48])[CH2:50][CH2:51]7)=[O:36])[CH2:32][CH2:33]6)=[CH:23][CH:22]=5)[S:20][C:13]=34)=[C:9]([F:46])[CH:8]=2)[CH2:3][CH2:2]1. (7) Given the reactants [CH3:1][O:2][C:3]1[CH:8]=[C:7]([O:9][CH3:10])[CH:6]=[CH:5][C:4]=1[C:11]#[CH:12].[F:13][C:14]1[CH:21]=[CH:20][C:17]([CH2:18][SH:19])=[CH:16][CH:15]=1.[Na], predict the reaction product. The product is: [CH3:1][O:2][C:3]1[CH:8]=[C:7]([O:9][CH3:10])[CH:6]=[CH:5][C:4]=1/[CH:11]=[CH:12]\[CH:18]([S:19][CH:18](/[CH:12]=[CH:11]\[C:4]1[CH:5]=[CH:6][C:7]([O:9][CH3:10])=[CH:8][C:3]=1[O:2][CH3:1])[C:17]1[CH:20]=[CH:21][C:14]([F:13])=[CH:15][CH:16]=1)[C:17]1[CH:20]=[CH:21][C:14]([F:13])=[CH:15][CH:16]=1.